From a dataset of Full USPTO retrosynthesis dataset with 1.9M reactions from patents (1976-2016). Predict the reactants needed to synthesize the given product. (1) Given the product [CH2:20]1[CH2:43][O:42][CH:41]2[CH:22]([CH2:23][C:24]3[C@:39]([CH3:44])([CH2:40]2)[C@@H:38]2[C@H:27]([C@H:28]4[C@:35]([CH3:49])([CH2:36][C@H:37]2[O:45][C:46](=[O:48])[CH3:47])[C@@:31]([OH:5])([C:32](=[O:34])[CH3:33])[CH2:30][CH2:29]4)[CH2:26][CH:25]=3)[O:21]1, predict the reactants needed to synthesize it. The reactants are: [H-].[Na+].CC(C)=[O:5].C(=O)=O.C(OP(OCC)OCC)C.[CH2:20]1[CH2:43][O:42][CH:41]2[CH:22]([CH2:23][C:24]3[C@:39]([CH3:44])([CH2:40]2)[C@@H:38]2[C@H:27]([C@H:28]4[C@:35]([CH3:49])([CH2:36][C@H:37]2[O:45][C:46](=[O:48])[CH3:47])[C@@H:31]([C:32](=[O:34])[CH3:33])[CH2:30][CH2:29]4)[CH2:26][CH:25]=3)[O:21]1. (2) Given the product [F:1][CH2:2][C:3]1([C:4]([O:6][CH2:7][C:8]2[CH:13]=[CH:12][CH:11]=[CH:10][CH:9]=2)=[O:5])[CH2:18][CH2:17][C:16]([O:19][Si:20]([CH3:23])([CH3:22])[CH3:21])=[CH:15][CH2:14]1, predict the reactants needed to synthesize it. The reactants are: [F:1][CH2:2][C:3](=[CH2:14])[C:4]([O:6][CH2:7][C:8]1[CH:13]=[CH:12][CH:11]=[CH:10][CH:9]=1)=[O:5].[CH2:15]=[C:16]([O:19][Si:20]([CH3:23])([CH3:22])[CH3:21])[CH:17]=[CH2:18]. (3) Given the product [F:14][C:11]([F:12])([F:13])[CH:10]([OH:15])[CH:4]([N+:1]([O-:3])=[O:2])[CH2:5][CH3:6], predict the reactants needed to synthesize it. The reactants are: [N+:1]([CH2:4][CH2:5][CH3:6])([O-:3])=[O:2].C(O[CH:10]([OH:15])[C:11]([F:14])([F:13])[F:12])C.C([O-])([O-])=O.[K+].[K+].Cl.